This data is from Reaction yield outcomes from USPTO patents with 853,638 reactions. The task is: Predict the reaction yield, written as a fraction of the theoretical maximum amount of product (1.0 means a 100% yield; for example, 0.34 means a 34% yield). (1) The reactants are [NH2:1][C:2]1[CH:7]=[CH:6][C:5]([CH2:8][OH:9])=[CH:4][CH:3]=1.[Cl:10][CH2:11][C:12](Cl)=[O:13]. No catalyst specified. The product is [Cl:10][CH2:11][C:12]([NH:1][C:2]1[CH:7]=[CH:6][C:5]([CH2:8][OH:9])=[CH:4][CH:3]=1)=[O:13]. The yield is 0.990. (2) The reactants are [Cl:1][C:2]1[CH:13]=[C:12]([O:14]C)[C:5]2[CH:6]=[C:7]([C:9](=[O:11])[CH3:10])[O:8][C:4]=2[CH:3]=1.ClC1C=CC=CC=1.[Cl-].[Al+3].[Cl-].[Cl-]. No catalyst specified. The product is [Cl:1][C:2]1[CH:13]=[C:12]([OH:14])[C:5]2[CH:6]=[C:7]([C:9](=[O:11])[CH3:10])[O:8][C:4]=2[CH:3]=1. The yield is 0.880. (3) The reactants are Br[C:2]1[CH:3]=[C:4]2[C:10]([C:11]3[CH:12]=[CH:13][C:14]([OH:17])=[N:15][CH:16]=3)=[CH:9][NH:8][C:5]2=[N:6][CH:7]=1.[CH3:18][O:19][C:20]1[CH:25]=[CH:24][C:23]([CH2:26][O:27][C:28]2[CH:33]=[CH:32][C:31](B(O)O)=[CH:30][C:29]=2[O:37][CH3:38])=[CH:22][CH:21]=1.C(#N)C.C(=O)([O-])[O-].[Na+].[Na+]. The catalyst is Cl[Pd-2](Cl)(P(C1C=CC=CC=1)(C1C=CC=CC=1)C1C=CC=CC=1)P(C1C=CC=CC=1)(C1C=CC=CC=1)C1C=CC=CC=1.O. The product is [CH3:38][O:37][C:29]1[CH:30]=[C:31]([C:2]2[CH:3]=[C:4]3[C:10]([C:11]4[CH:12]=[CH:13][C:14]([OH:17])=[N:15][CH:16]=4)=[CH:9][NH:8][C:5]3=[N:6][CH:7]=2)[CH:32]=[CH:33][C:28]=1[O:27][CH2:26][C:23]1[CH:22]=[CH:21][C:20]([O:19][CH3:18])=[CH:25][CH:24]=1. The yield is 0.460. (4) The reactants are [C:1]([C:5]1[CH:10]=[CH:9][C:8]([NH2:11])=[CH:7][C:6]=1[N+:12]([O-:14])=[O:13])([CH3:4])([CH3:3])[CH3:2].[CH3:15][C:16]([O:19][C:20](O[C:20]([O:19][C:16]([CH3:18])([CH3:17])[CH3:15])=[O:21])=[O:21])([CH3:18])[CH3:17]. The catalyst is [OH-].[Na+].C1COCC1. The product is [C:16]([O:19][C:20](=[O:21])[NH:11][C:8]1[CH:9]=[CH:10][C:5]([C:1]([CH3:4])([CH3:2])[CH3:3])=[C:6]([N+:12]([O-:14])=[O:13])[CH:7]=1)([CH3:18])([CH3:17])[CH3:15]. The yield is 0.740. (5) The reactants are [N:1]1([C:6]2[CH:7]=[C:8]([CH:11]=[CH:12][CH:13]=2)[CH:9]=O)[CH:5]=[N:4][CH:3]=[N:2]1.C(N(CC)CC)C.Cl.[NH2:22][OH:23]. The catalyst is C(Cl)Cl. The product is [N:1]1([C:6]2[CH:7]=[C:8]([CH:11]=[CH:12][CH:13]=2)[CH:9]=[N:22][OH:23])[CH:5]=[N:4][CH:3]=[N:2]1. The yield is 0.750. (6) The reactants are [F:1][C:2]1([F:17])[C:4]2([CH2:9][CH2:8][N:7](C(OC(C)(C)C)=O)[CH2:6][CH2:5]2)[CH2:3]1.[ClH:18]. No catalyst specified. The product is [ClH:18].[F:1][C:2]1([F:17])[C:4]2([CH2:9][CH2:8][NH:7][CH2:6][CH2:5]2)[CH2:3]1. The yield is 0.900. (7) The reactants are Cl[CH2:2][C:3]1[CH:8]=[CH:7][CH:6]=[CH:5][N:4]=1.[OH:9][CH2:10][C:11]([N:13]([C@H:15]([CH3:37])[CH2:16][O:17][C:18]1[CH:27]=[CH:26][CH:25]=[C:24]2[C:19]=1[C:20]([NH:28][C:29]1[CH:34]=[CH:33][C:32]([OH:35])=[C:31]([CH3:36])[CH:30]=1)=[N:21][CH:22]=[N:23]2)[CH3:14])=[O:12]. No catalyst specified. The product is [OH:9][CH2:10][C:11]([N:13]([CH3:14])[C@H:15]([CH3:37])[CH2:16][O:17][C:18]1[CH:27]=[CH:26][CH:25]=[C:24]2[C:19]=1[C:20]([NH:28][C:29]1[CH:34]=[CH:33][C:32]([O:35][CH2:2][C:3]3[CH:8]=[CH:7][CH:6]=[CH:5][N:4]=3)=[C:31]([CH3:36])[CH:30]=1)=[N:21][CH:22]=[N:23]2)=[O:12]. The yield is 0.150.